From a dataset of Full USPTO retrosynthesis dataset with 1.9M reactions from patents (1976-2016). Predict the reactants needed to synthesize the given product. (1) Given the product [CH3:1][CH:2]([C:4]1[CH:12]=[CH:11][CH:10]=[C:9]([CH3:13])[C:5]=1[C:6]([Cl:17])=[O:7])[CH3:3], predict the reactants needed to synthesize it. The reactants are: [CH3:1][CH:2]([C:4]1[CH:12]=[CH:11][CH:10]=[C:9]([CH3:13])[C:5]=1[C:6](O)=[O:7])[CH3:3].C(Cl)(=O)C([Cl:17])=O. (2) Given the product [CH3:10][O:11][C:12](=[O:22])/[C:13](/[C:43]1[CH:48]=[CH:47][C:46]([S:49]([CH3:52])(=[O:50])=[O:51])=[C:45]([C:53]([F:55])([F:56])[F:54])[CH:44]=1)=[CH:14]/[CH:15]1[CH2:20][CH2:19][CH2:18][CH2:17][CH2:16]1, predict the reactants needed to synthesize it. The reactants are: BrCCBr.C[Si](Cl)(C)C.[CH3:10][O:11][C:12](=[O:22])/[C:13](/I)=[CH:14]\[CH:15]1[CH2:20][CH2:19][CH2:18][CH2:17][CH2:16]1.C1(P(C2C=CC=CC=2)C2C=CC=CC=2)C=CC=CC=1.Br[C:43]1[CH:48]=[CH:47][C:46]([S:49]([CH3:52])(=[O:51])=[O:50])=[C:45]([C:53]([F:56])([F:55])[F:54])[CH:44]=1.[Cl-].[NH4+]. (3) Given the product [Cl:19][C:8]1[C:9]2[O:14][CH2:13][C:12](=[O:15])[NH:11][C:10]=2[CH:16]=[C:6]([NH:5][C:3](=[O:4])[C:2]([F:1])([F:17])[F:18])[CH:7]=1, predict the reactants needed to synthesize it. The reactants are: [F:1][C:2]([F:18])([F:17])[C:3]([NH:5][C:6]1[CH:7]=[CH:8][C:9]2[O:14][CH2:13][C:12](=[O:15])[NH:11][C:10]=2[CH:16]=1)=[O:4].[Cl:19]N1C(=O)CCC1=O. (4) Given the product [CH2:20]([N:8]([CH2:1][C:2]1[CH:7]=[CH:6][CH:5]=[CH:4][CH:3]=1)[CH:9]1[CH2:14][CH2:13][CH:12]([C:15]([OH:17])=[O:16])[CH2:11][CH2:10]1)[C:21]1[CH:22]=[CH:23][CH:24]=[CH:25][CH:26]=1, predict the reactants needed to synthesize it. The reactants are: [CH2:1]([N:8]([CH2:20][C:21]1[CH:26]=[CH:25][CH:24]=[CH:23][CH:22]=1)[CH:9]1[CH2:14][CH2:13][CH:12]([C:15]([O:17]CC)=[O:16])[CH2:11][CH2:10]1)[C:2]1[CH:7]=[CH:6][CH:5]=[CH:4][CH:3]=1.OS(O)(=O)=O.[OH-].[Na+].